From a dataset of Full USPTO retrosynthesis dataset with 1.9M reactions from patents (1976-2016). Predict the reactants needed to synthesize the given product. Given the product [CH:1]([O:4][S:5]([CH:8]([P:15]([O:20][CH2:21][CH3:22])([O:17][CH2:18][CH3:19])=[O:16])[CH3:9])(=[O:7])=[O:6])([CH3:3])[CH3:2], predict the reactants needed to synthesize it. The reactants are: [CH:1]([O:4][S:5]([CH2:8][CH3:9])(=[O:7])=[O:6])([CH3:3])[CH3:2].C([Li])CCC.[P:15](Cl)([O:20][CH2:21][CH3:22])([O:17][CH2:18][CH3:19])=[O:16].Cl.